Dataset: NCI-60 drug combinations with 297,098 pairs across 59 cell lines. Task: Regression. Given two drug SMILES strings and cell line genomic features, predict the synergy score measuring deviation from expected non-interaction effect. (1) Drug 1: CCC1(CC2CC(C3=C(CCN(C2)C1)C4=CC=CC=C4N3)(C5=C(C=C6C(=C5)C78CCN9C7C(C=CC9)(C(C(C8N6C=O)(C(=O)OC)O)OC(=O)C)CC)OC)C(=O)OC)O.OS(=O)(=O)O. Drug 2: CC1=C(C(=CC=C1)Cl)NC(=O)C2=CN=C(S2)NC3=CC(=NC(=N3)C)N4CCN(CC4)CCO. Cell line: MOLT-4. Synergy scores: CSS=32.9, Synergy_ZIP=-2.02, Synergy_Bliss=-1.57, Synergy_Loewe=-19.9, Synergy_HSA=-1.60. (2) Drug 1: C1=CC=C(C=C1)NC(=O)CCCCCCC(=O)NO. Drug 2: CCC1(C2=C(COC1=O)C(=O)N3CC4=CC5=C(C=CC(=C5CN(C)C)O)N=C4C3=C2)O.Cl. Cell line: T-47D. Synergy scores: CSS=28.7, Synergy_ZIP=2.28, Synergy_Bliss=4.25, Synergy_Loewe=-18.5, Synergy_HSA=4.85. (3) Cell line: A498. Synergy scores: CSS=58.2, Synergy_ZIP=-5.18, Synergy_Bliss=-2.83, Synergy_Loewe=-6.46, Synergy_HSA=-2.05. Drug 1: CC12CCC3C(C1CCC2=O)CC(=C)C4=CC(=O)C=CC34C. Drug 2: CNC(=O)C1=NC=CC(=C1)OC2=CC=C(C=C2)NC(=O)NC3=CC(=C(C=C3)Cl)C(F)(F)F.